This data is from Forward reaction prediction with 1.9M reactions from USPTO patents (1976-2016). The task is: Predict the product of the given reaction. (1) Given the reactants Cl.[F:2][C:3]1[CH:4]=[C:5]([CH:25]=[CH:26][C:27]=1[OH:28])[NH:6][C:7]1[C:16]2[C:11](=[CH:12][CH:13]=[CH:14][C:15]=2[O:17][CH:18]2[CH2:23][CH2:22][N:21]([CH3:24])[CH2:20][CH2:19]2)[N:10]=[CH:9][N:8]=1.[CH2:29](Cl)[C:30]1[CH:35]=[CH:34][CH:33]=[CH:32][CH:31]=1, predict the reaction product. The product is: [CH2:29]([O:28][C:27]1[CH:26]=[CH:25][C:5]([NH:6][C:7]2[C:16]3[C:11](=[CH:12][CH:13]=[CH:14][C:15]=3[O:17][CH:18]3[CH2:23][CH2:22][N:21]([CH3:24])[CH2:20][CH2:19]3)[N:10]=[CH:9][N:8]=2)=[CH:4][C:3]=1[F:2])[C:30]1[CH:35]=[CH:34][CH:33]=[CH:32][CH:31]=1. (2) Given the reactants [F:1][C:2]1[CH:3]=[C:4]([N:9]2[CH2:13][C@H:12]([CH2:14][N:15]3[CH:19]=[C:18]([CH3:20])[N:17]=[N:16]3)[O:11][C:10]2=[O:21])[CH:5]=[CH:6][C:7]=1I.C[Sn](C)(C)[C:24]1[S:28][C:27]([C:29]2[CH2:33][CH:32]([CH2:34][OH:35])[O:31][N:30]=2)=[CH:26][CH:25]=1.O1C=CC=C1P(C1OC=CC=1)C1OC=CC=1, predict the reaction product. The product is: [F:1][C:2]1[CH:3]=[C:4]([N:9]2[CH2:13][C@H:12]([CH2:14][N:15]3[CH:19]=[C:18]([CH3:20])[N:17]=[N:16]3)[O:11][C:10]2=[O:21])[CH:5]=[CH:6][C:7]=1[C:24]1[S:28][C:27]([C:29]2[CH2:33][CH:32]([CH2:34][OH:35])[O:31][N:30]=2)=[CH:26][CH:25]=1.